Dataset: Reaction yield outcomes from USPTO patents with 853,638 reactions. Task: Predict the reaction yield, written as a fraction of the theoretical maximum amount of product (1.0 means a 100% yield; for example, 0.34 means a 34% yield). The reactants are ClC1C=C(C=CC=1)C(OO)=[O:6].[CH3:12][CH2:13][C:14]1[CH2:31][N:29]2[CH2:30][C@H:16]([CH2:17][C@:18]([C:65]([O:67][CH3:68])=[O:66])([C:32]3[CH:33]=[C:34]4[C@:42]56[C@@H:46]7[C@:47]([CH2:62][CH3:63])([C@@H:51]([O:58][C:59]([CH3:61])=[O:60])[C@:52]([OH:57])([C:53]([O:55][CH3:56])=[O:54])[C@@H:41]5[N:40]([CH3:64])[C:35]4=[CH:36][C:37]=3[O:38][CH3:39])[CH:48]=[CH:49][CH2:50][N:45]7[CH2:44][CH2:43]6)[C:19]3[NH:27][C:26]4[CH:25]=[CH:24][CH:23]=[CH:22][C:21]=4[C:20]=3[CH2:28]2)[CH:15]=1.C(=O)([O-])[O-].[Na+].[Na+]. The catalyst is C(Cl)(Cl)Cl. The product is [CH3:12][CH2:13][C:14]1[CH2:31][N:29]2[CH2:30][C@@H:16]([CH2:17][C@:18]([C:65]([O:67][CH3:68])=[O:66])([C:32]3[CH:33]=[C:34]4[C@@:42]56[C@@H:41]([N:40]([CH3:64])[C:35]4=[CH:36][C:37]=3[O:38][CH3:39])[C@@:52]([OH:57])([C:53]([O:55][CH3:56])=[O:54])[C@H:51]([O:58][C:59]([CH3:61])=[O:60])[C@:47]3([CH2:62][CH3:63])[CH:48]=[CH:49][CH2:50][N:45]([C@H:46]53)[CH2:44][CH2:43]6)[C:19]3[NH+:27]([O-:6])[C:26]4[C:21](=[CH:22][CH:23]=[CH:24][CH:25]=4)[C:20]=3[CH2:28]2)[CH:15]=1. The yield is 0.830.